From a dataset of Plasma protein binding rate (PPBR) regression data from AstraZeneca. Regression/Classification. Given a drug SMILES string, predict its absorption, distribution, metabolism, or excretion properties. Task type varies by dataset: regression for continuous measurements (e.g., permeability, clearance, half-life) or binary classification for categorical outcomes (e.g., BBB penetration, CYP inhibition). For this dataset (ppbr_az), we predict Y. The drug is CN(C)CCCN1c2ccccc2Sc2ccccc21. The Y is 89.9 %.